From a dataset of Full USPTO retrosynthesis dataset with 1.9M reactions from patents (1976-2016). Predict the reactants needed to synthesize the given product. (1) Given the product [CH3:20][O:21][C:2]1[CH:7]=[C:6]([O:8][CH2:9][C:10]([F:13])([F:12])[F:11])[C:5]([CH3:14])=[CH:4][C:3]=1[N+:15]([O-:17])=[O:16], predict the reactants needed to synthesize it. The reactants are: Cl[C:2]1[CH:7]=[C:6]([O:8][CH2:9][C:10]([F:13])([F:12])[F:11])[C:5]([CH3:14])=[CH:4][C:3]=1[N+:15]([O-:17])=[O:16].[H-].[Na+].[CH3:20][OH:21]. (2) Given the product [Br:1][C:2]1[CH:7]=[C:6]([NH:8][CH:9]2[CH2:14][CH2:13][N:12]([C@H:15]3[CH2:20][CH2:19][C@H:18]([O:21][CH2:22][CH2:23][CH3:24])[CH2:17][CH2:16]3)[CH2:11][CH2:10]2)[C:5]([NH2:25])=[CH:4][CH:3]=1, predict the reactants needed to synthesize it. The reactants are: [Br:1][C:2]1[CH:3]=[CH:4][C:5]([N+:25]([O-])=O)=[C:6]([NH:8][CH:9]2[CH2:14][CH2:13][N:12]([C@H:15]3[CH2:20][CH2:19][C@H:18]([O:21][CH2:22][CH2:23][CH3:24])[CH2:17][CH2:16]3)[CH2:11][CH2:10]2)[CH:7]=1.O.NN. (3) Given the product [CH3:2][S:3]([CH:6]1[CH2:11][CH2:10][N:9]([CH2:13][CH2:14][OH:15])[CH2:8][CH2:7]1)(=[O:5])=[O:4], predict the reactants needed to synthesize it. The reactants are: Cl.[CH3:2][S:3]([CH:6]1[CH2:11][CH2:10][NH:9][CH2:8][CH2:7]1)(=[O:5])=[O:4].Br[CH2:13][CH2:14][OH:15].C(=O)([O-])[O-].[K+].[K+].